This data is from Reaction yield outcomes from USPTO patents with 853,638 reactions. The task is: Predict the reaction yield, written as a fraction of the theoretical maximum amount of product (1.0 means a 100% yield; for example, 0.34 means a 34% yield). (1) The reactants are [N+:1]([C:4]1[C:5]([C:9]([OH:11])=O)=[N:6][NH:7][CH:8]=1)([O-:3])=[O:2].CCN=C=NC[CH2:18][CH2:19][N:20]([CH3:22])[CH3:21].Cl.[CH:24]1[CH:25]=[CH:26][C:27]2[N:32](O)N=N[C:28]=2[CH:29]=1.CN([CH:37]=[O:38])C. The catalyst is C(Cl)(Cl)Cl.CO. The product is [N:20]1([CH2:21][C:24]2[CH:29]=[CH:28][C:27]([NH:32][C:9]([C:5]3[C:4]([N+:1]([O-:3])=[O:2])=[CH:8][NH:7][N:6]=3)=[O:11])=[CH:26][CH:25]=2)[CH2:19][CH2:18][O:38][CH2:37][CH2:22]1. The yield is 0.897. (2) The reactants are [O:1]1[C:5]2[CH:6]=[CH:7][C:8]([CH:10]=O)=[CH:9][C:4]=2[CH:3]=[CH:2]1.[CH3:12][NH2:13].[BH4-].[Na+].O. The catalyst is CO. The product is [O:1]1[C:5]2[CH:6]=[CH:7][C:8]([CH2:10][NH:13][CH3:12])=[CH:9][C:4]=2[CH:3]=[CH:2]1. The yield is 0.910. (3) The catalyst is ClCCl. The yield is 0.818. The product is [C:1]([O:5][C:6](=[O:14])[NH:7][C@:8]1([NH2:17])[CH2:12][CH2:11][C@H:10]([C:22](=[O:25])[CH2:23][CH3:24])[CH2:9]1)([CH3:4])([CH3:3])[CH3:2]. The reactants are [C:1]([O:5][C:6](=[O:14])[NH:7][C@@H:8]1[CH2:12][CH2:11][C@H:10](N)[CH2:9]1)([CH3:4])([CH3:3])[CH3:2].C([N:17](CC)CC)C.[C:22](Cl)(=[O:25])[CH2:23][CH3:24]. (4) The product is [NH2:22][C:20]1[S:21][CH:2]=[C:3]([CH2:4][CH2:5][CH2:6][N:7]2[C:11](=[O:12])[C:10]3=[CH:13][CH:14]=[CH:15][CH:16]=[C:9]3[C:8]2=[O:17])[N:19]=1. The catalyst is CN(C=O)C. The reactants are Br[CH2:2][C:3](=O)[CH2:4][CH2:5][CH2:6][N:7]1[C:11](=[O:12])[C:10]2=[CH:13][CH:14]=[CH:15][CH:16]=[C:9]2[C:8]1=[O:17].[NH2:19][C:20]([NH2:22])=[S:21]. The yield is 0.970. (5) The reactants are CC1(C)OB([C:7]2[CH2:12][CH2:11][CH:10]([C:13]([O:15][CH2:16][CH3:17])=[O:14])[CH2:9][CH:8]=2)OC1(C)C.P([O-])([O-])([O-])=O.[K+].[K+].[K+].Br[C:30]1[CH:31]=[N:32][N:33]([CH3:35])[CH:34]=1.O1CCOCC1. The catalyst is O.C1C=CC([P]([Pd]([P](C2C=CC=CC=2)(C2C=CC=CC=2)C2C=CC=CC=2)([P](C2C=CC=CC=2)(C2C=CC=CC=2)C2C=CC=CC=2)[P](C2C=CC=CC=2)(C2C=CC=CC=2)C2C=CC=CC=2)(C2C=CC=CC=2)C2C=CC=CC=2)=CC=1. The product is [CH3:35][N:33]1[CH:34]=[C:30]([C:7]2[CH2:12][CH2:11][CH:10]([C:13]([O:15][CH2:16][CH3:17])=[O:14])[CH2:9][CH:8]=2)[CH:31]=[N:32]1. The yield is 0.840. (6) The reactants are Br[C:2]1[N:3]([C:8]2[CH:13]=[C:12]([C:14]([F:17])([F:16])[F:15])[CH:11]=[C:10]([O:18][CH3:19])[C:9]=2[N+:20]([O-:22])=[O:21])[CH:4]=[C:5]([CH3:7])[N:6]=1.[CH3:23][C:24]1[CH:25]=[N:26][CH:27]=[CH:28][C:29]=1B(O)O.O1CCOCC1.C([O-])([O-])=O.[K+].[K+]. The catalyst is C1C=CC([P]([Pd]([P](C2C=CC=CC=2)(C2C=CC=CC=2)C2C=CC=CC=2)([P](C2C=CC=CC=2)(C2C=CC=CC=2)C2C=CC=CC=2)[P](C2C=CC=CC=2)(C2C=CC=CC=2)C2C=CC=CC=2)(C2C=CC=CC=2)C2C=CC=CC=2)=CC=1.O. The product is [CH3:19][O:18][C:10]1[C:9]([N+:20]([O-:22])=[O:21])=[C:8]([N:3]2[CH:4]=[C:5]([CH3:7])[N:6]=[C:2]2[C:29]2[CH:28]=[CH:27][N:26]=[CH:25][C:24]=2[CH3:23])[CH:13]=[C:12]([C:14]([F:17])([F:16])[F:15])[CH:11]=1. The yield is 0.730. (7) The reactants are [NH2:1][C:2]1[CH:13]=[C:5]2[CH2:6][N:7]([C:10](=[O:12])[CH3:11])[CH2:8][CH2:9][N:4]2[N:3]=1.Br[C:15]1[C:16](=[O:23])[N:17]([CH3:22])[CH:18]=[C:19]([Br:21])[CH:20]=1.C(=O)([O-])[O-].[Cs+].[Cs+].CC1(C)C2C(=C(P(C3C=CC=CC=3)C3C=CC=CC=3)C=CC=2)OC2C(P(C3C=CC=CC=3)C3C=CC=CC=3)=CC=CC1=2. The catalyst is O1CCOCC1.[Pd].[Pd].C(=CC(C=CC1C=CC=CC=1)=O)C1C=CC=CC=1.C(=CC(C=CC1C=CC=CC=1)=O)C1C=CC=CC=1.C(=CC(C=CC1C=CC=CC=1)=O)C1C=CC=CC=1.CO.CCOCC.CCOC(C)=O.O. The product is [C:10]([N:7]1[CH2:8][CH2:9][N:4]2[N:3]=[C:2]([NH:1][C:15]3[C:16](=[O:23])[N:17]([CH3:22])[CH:18]=[C:19]([Br:21])[CH:20]=3)[CH:13]=[C:5]2[CH2:6]1)(=[O:12])[CH3:11]. The yield is 0.410.